This data is from Reaction yield outcomes from USPTO patents with 853,638 reactions. The task is: Predict the reaction yield, written as a fraction of the theoretical maximum amount of product (1.0 means a 100% yield; for example, 0.34 means a 34% yield). The reactants are [O:1]1[CH:5]=[CH:4][N:3]=[C:2]1[C:6]1[CH:20]=[CH:19][C:9]([O:10][C:11]2[CH:18]=[CH:17][C:14]([CH:15]=O)=[CH:13][CH:12]=2)=[CH:8][CH:7]=1.[C@H:21]12[CH2:27][C@H:24]([NH:25][CH2:26]1)[CH2:23][N:22]2[CH2:28][C:29]1[CH:38]=[CH:37][C:32]([C:33]([O:35][CH3:36])=[O:34])=[CH:31][CH:30]=1.C(O[BH-](OC(=O)C)OC(=O)C)(=O)C.[Na+].[OH-].[Na+]. The yield is 1.00. The product is [O:1]1[CH:5]=[CH:4][N:3]=[C:2]1[C:6]1[CH:20]=[CH:19][C:9]([O:10][C:11]2[CH:18]=[CH:17][C:14]([CH2:15][N:25]3[CH2:26][C@@H:21]4[CH2:27][C@H:24]3[CH2:23][N:22]4[CH2:28][C:29]3[CH:38]=[CH:37][C:32]([C:33]([O:35][CH3:36])=[O:34])=[CH:31][CH:30]=3)=[CH:13][CH:12]=2)=[CH:8][CH:7]=1. The catalyst is ClC(Cl)C.